The task is: Regression. Given two drug SMILES strings and cell line genomic features, predict the synergy score measuring deviation from expected non-interaction effect.. This data is from NCI-60 drug combinations with 297,098 pairs across 59 cell lines. (1) Drug 1: C1C(C(OC1N2C=C(C(=O)NC2=O)F)CO)O. Drug 2: CC12CCC3C(C1CCC2OP(=O)(O)O)CCC4=C3C=CC(=C4)OC(=O)N(CCCl)CCCl.[Na+]. Cell line: SK-MEL-5. Synergy scores: CSS=49.2, Synergy_ZIP=-6.61, Synergy_Bliss=-2.94, Synergy_Loewe=-4.95, Synergy_HSA=1.44. (2) Drug 1: CCN(CC)CCNC(=O)C1=C(NC(=C1C)C=C2C3=C(C=CC(=C3)F)NC2=O)C. Drug 2: C1CN1C2=NC(=NC(=N2)N3CC3)N4CC4. Cell line: IGROV1. Synergy scores: CSS=16.9, Synergy_ZIP=-3.08, Synergy_Bliss=-0.109, Synergy_Loewe=-4.30, Synergy_HSA=-0.654. (3) Drug 1: C1=NC(=NC(=O)N1C2C(C(C(O2)CO)O)O)N. Drug 2: C1CCC(C(C1)N)N.C(=O)(C(=O)[O-])[O-].[Pt+4]. Cell line: OVCAR-5. Synergy scores: CSS=46.8, Synergy_ZIP=-14.9, Synergy_Bliss=-3.77, Synergy_Loewe=-0.698, Synergy_HSA=1.05.